This data is from Forward reaction prediction with 1.9M reactions from USPTO patents (1976-2016). The task is: Predict the product of the given reaction. (1) Given the reactants Br[C:2]1[CH:7]=[CH:6][C:5]([C:8]([N:10]2[CH2:15][CH2:14][N:13]([C:16]3[C:21]([CH:22]4[CH2:24][CH2:23]4)=[CH:20][C:19]([CH:25]4[CH2:27][CH2:26]4)=[CH:18][N:17]=3)[CH2:12][CH2:11]2)=[O:9])=[C:4]([S:28]([CH3:31])(=[O:30])=[O:29])[CH:3]=1.[O:32]1[CH2:36][CH2:35][NH:34][C:33]1=[O:37], predict the reaction product. The product is: [CH:22]1([C:21]2[C:16]([N:13]3[CH2:14][CH2:15][N:10]([C:8]([C:5]4[CH:6]=[CH:7][C:2]([N:34]5[CH2:35][CH2:36][O:32][C:33]5=[O:37])=[CH:3][C:4]=4[S:28]([CH3:31])(=[O:30])=[O:29])=[O:9])[CH2:11][CH2:12]3)=[N:17][CH:18]=[C:19]([CH:25]3[CH2:27][CH2:26]3)[CH:20]=2)[CH2:24][CH2:23]1. (2) Given the reactants [Cl:1][C:2]1[CH:27]=[C:26]([Cl:28])[CH:25]=[CH:24][C:3]=1[CH2:4][N:5]1[C:9](/[CH:10]=[CH:11]/[C:12]([O:14]CC)=[O:13])=[CH:8][C:7]([O:17][CH:18]2[CH2:23][CH2:22][O:21][CH2:20][CH2:19]2)=[N:6]1.[OH-].[Na+].O1CCCC1, predict the reaction product. The product is: [Cl:1][C:2]1[CH:27]=[C:26]([Cl:28])[CH:25]=[CH:24][C:3]=1[CH2:4][N:5]1[C:9](/[CH:10]=[CH:11]/[C:12]([OH:14])=[O:13])=[CH:8][C:7]([O:17][CH:18]2[CH2:19][CH2:20][O:21][CH2:22][CH2:23]2)=[N:6]1. (3) Given the reactants [N:1]1[C:10]2C(=[CH:6][CH:7]=[C:8]3[CH:14]=[CH:13][CH:12]=[CH:11][C:9]3=2)C=C[CH:2]=1.CI.C[O:18]C1C=NC2C(C=1)=CC=C1C=CC=CC=21.[CH2:33]([Li])[CH2:34][CH2:35][CH3:36].[NH4+].[Cl-], predict the reaction product. The product is: [CH3:2][N:1]1[C:10]2[C:36](=[CH:6][CH:7]=[C:8]3[CH:14]=[CH:13][CH:12]=[CH:11][C:9]3=2)[CH:35]=[CH:34][CH:33]1[OH:18]. (4) Given the reactants Cl[CH2:2][CH2:3][CH2:4][O:5][C:6]1[CH:11]=[CH:10][C:9]([I:12])=[CH:8][CH:7]=1.[NH:13]1[CH2:18][CH2:17][CH2:16][CH2:15][CH2:14]1.C(=O)([O-])[O-].[Na+].[Na+], predict the reaction product. The product is: [N:13]1([CH2:2][CH2:3][CH2:4][O:5][C:6]2[CH:11]=[CH:10][C:9]([I:12])=[CH:8][CH:7]=2)[CH2:18][CH2:17][CH2:16][CH2:15][CH2:14]1. (5) The product is: [Br:1][C:2]1[N:6]=[C:5]([NH:13][CH2:12][CH:9]2[CH2:11][CH2:10]2)[N:4]([CH3:8])[N:3]=1. Given the reactants [Br:1][C:2]1[N:6]=[C:5](Br)[N:4]([CH3:8])[N:3]=1.[CH:9]1([CH2:12][NH2:13])[CH2:11][CH2:10]1.C(N(CC)C(C)C)(C)C.O, predict the reaction product. (6) Given the reactants [CH3:1][NH:2][C:3]1[CH:8]=[CH:7][C:6]([C:9]([F:12])([F:11])[F:10])=[CH:5][C:4]=1[N+:13]([O-:15])=[O:14].[Br:16]N1C(=O)CCC1=O.C(=O)([O-])O.[Na+], predict the reaction product. The product is: [Br:16][C:8]1[CH:7]=[C:6]([C:9]([F:12])([F:11])[F:10])[CH:5]=[C:4]([N+:13]([O-:15])=[O:14])[C:3]=1[NH:2][CH3:1]. (7) Given the reactants C(O)(=O)C(O)=O.[C:7]1([C:28]2[CH:33]=[CH:32][CH:31]=[CH:30][CH:29]=2)[CH:12]=[CH:11][C:10]([CH2:13][CH:14]2[C:23]3[C:18](=[CH:19][C:20]([O:26][CH3:27])=[C:21]([O:24][CH3:25])[CH:22]=3)[CH2:17][CH2:16][NH:15]2)=[CH:9][CH:8]=1.[OH-].[Na+], predict the reaction product. The product is: [C:7]1([C:28]2[CH:33]=[CH:32][CH:31]=[CH:30][CH:29]=2)[CH:8]=[CH:9][C:10]([CH2:13][CH:14]2[C:23]3[C:18](=[CH:19][C:20]([O:26][CH3:27])=[C:21]([O:24][CH3:25])[CH:22]=3)[CH2:17][CH2:16][NH:15]2)=[CH:11][CH:12]=1. (8) Given the reactants [CH3:1][C:2]([O:5][C:6]([NH:8][CH:9](P(OC)(OC)=O)[C:10]([O:12][CH3:13])=[O:11])=[O:7])([CH3:4])[CH3:3].CN(C)C(=N)N(C)C.[F:28][C:29]1[CH:36]=[CH:35][C:32]([CH:33]=O)=[C:31]([N+:37]([O-:39])=[O:38])[CH:30]=1, predict the reaction product. The product is: [CH3:13][O:12][C:10](=[O:11])[C:9]([NH:8][C:6]([O:5][C:2]([CH3:1])([CH3:3])[CH3:4])=[O:7])=[CH:33][C:32]1[CH:35]=[CH:36][C:29]([F:28])=[CH:30][C:31]=1[N+:37]([O-:39])=[O:38]. (9) Given the reactants [CH:1]([C:3]1[CH:12]=[CH:11][C:6]([C:7]([O:9][CH3:10])=[O:8])=[CH:5][CH:4]=1)=O.[NH2:13][C:14]1[S:15][C:16]([CH3:19])=[N:17][N:18]=1.C([O:22][C:23](=O)[C:24]([OH:36])=[CH:25][C:26]([C:28]1[CH:33]=[CH:32][C:31]([O:34][CH3:35])=[CH:30][CH:29]=1)=[O:27])C, predict the reaction product. The product is: [CH3:10][O:9][C:7](=[O:8])[C:6]1[CH:11]=[CH:12][C:3]([CH:1]2[C:25]([C:26](=[O:27])[C:28]3[CH:33]=[CH:32][C:31]([O:34][CH3:35])=[CH:30][CH:29]=3)=[C:24]([OH:36])[C:23](=[O:22])[N:13]2[C:14]2[S:15][C:16]([CH3:19])=[N:17][N:18]=2)=[CH:4][CH:5]=1. (10) Given the reactants [O-2].[Nd+3:2].[O-2].[O-2].[Nd+3].[Nd].[CH2:7]([CH:9]([CH2:24][CH2:25][CH2:26][CH3:27])[CH2:10][O:11][P:12](=[O:23])([OH:22])[O:13][CH2:14][CH:15]([CH2:20][CH3:21])[CH2:16][CH2:17][CH2:18][CH3:19])[CH3:8].CC1CCCCC1.[N+]([O-])(O)=O, predict the reaction product. The product is: [CH2:7]([CH:9]([CH2:24][CH2:25][CH2:26][CH3:27])[CH2:10][O:11][P:12]([O-:23])([O:13][CH2:14][CH:15]([CH2:20][CH3:21])[CH2:16][CH2:17][CH2:18][CH3:19])=[O:22])[CH3:8].[Nd+:2].